Dataset: Full USPTO retrosynthesis dataset with 1.9M reactions from patents (1976-2016). Task: Predict the reactants needed to synthesize the given product. (1) Given the product [CH3:1][O:2][C:3](=[O:38])[CH2:4][O:5][CH2:6][CH2:7][CH2:8][O:9][CH2:10][CH2:11][NH:12][C:13]1[CH:18]=[CH:17][CH:16]=[CH:15][C:14]=1[S:19](=[O:36])(=[O:37])[NH:20][C:21]([C@@:23]1([NH2:28])[CH2:25][C@H:24]1[CH:26]=[CH2:27])=[O:22], predict the reactants needed to synthesize it. The reactants are: [CH3:1][O:2][C:3](=[O:38])[CH2:4][O:5][CH2:6][CH2:7][CH2:8][O:9][CH2:10][CH2:11][NH:12][C:13]1[CH:18]=[CH:17][CH:16]=[CH:15][C:14]=1[S:19](=[O:37])(=[O:36])[NH:20][C:21]([C@@:23]1([NH:28]C(OC(C)(C)C)=O)[CH2:25][C@H:24]1[CH:26]=[CH2:27])=[O:22].C(O)(C(F)(F)F)=O. (2) The reactants are: [O:1]=[C:2]1[C:11]2[C:10]([NH:12]C(=O)C)=[CH:9][CH:8]=[CH:7][C:6]=2[CH2:5][CH2:4][CH2:3]1.C([O-])([O-])=O.[Na+].[Na+].[OH-].[Na+]. Given the product [NH2:12][C:10]1[CH:9]=[CH:8][CH:7]=[C:6]2[C:11]=1[C:2](=[O:1])[CH2:3][CH2:4][CH2:5]2, predict the reactants needed to synthesize it. (3) Given the product [CH3:14][NH:13][CH2:12][CH:11]1[N:6]2[N:5]=[C:4]([C:21]3[CH:26]=[CH:25][C:24]([O:27][C:28]4[CH:33]=[CH:32][CH:31]=[CH:30][CH:29]=4)=[CH:23][CH:22]=3)[C:3]([C:1]#[N:2])=[C:7]2[NH:8][CH2:9][CH2:10]1, predict the reactants needed to synthesize it. The reactants are: [C:1]([C:3]1[C:4]([C:21]2[CH:26]=[CH:25][C:24]([O:27][C:28]3[CH:33]=[CH:32][CH:31]=[CH:30][CH:29]=3)=[CH:23][CH:22]=2)=[N:5][N:6]2[C:11]([CH2:12][N:13](C)[C:14](=O)C(F)(F)F)=[CH:10][CH:9]=[N:8][C:7]=12)#[N:2].[BH4-].[Na+]. (4) Given the product [CH:2]1([CH2:5][O:6][C:7]2[CH:12]=[CH:11][C:10]([O:13][CH3:14])=[CH:9][C:8]=2[C:15]2[CH:20]=[CH:19][N:18]=[C:17]3[C:21]([C:25]([NH:27][C@H:28]4[C@H:32]([OH:33])[CH2:31][N:30]([C:37](=[O:38])[CH2:36][O:35][CH3:34])[CH2:29]4)=[O:26])=[C:22]([CH3:24])[NH:23][C:16]=23)[CH2:4][CH2:3]1, predict the reactants needed to synthesize it. The reactants are: Cl.[CH:2]1([CH2:5][O:6][C:7]2[CH:12]=[CH:11][C:10]([O:13][CH3:14])=[CH:9][C:8]=2[C:15]2[CH:20]=[CH:19][N:18]=[C:17]3[C:21]([C:25]([NH:27][C@H:28]4[C@H:32]([OH:33])[CH2:31][NH:30][CH2:29]4)=[O:26])=[C:22]([CH3:24])[NH:23][C:16]=23)[CH2:4][CH2:3]1.[CH3:34][O:35][CH2:36][C:37](Cl)=[O:38]. (5) Given the product [C:1]([N:5]1[C:9]([C:10]2[CH:11]=[CH:12][C:13]([F:16])=[CH:14][CH:15]=2)=[C:8]([C:17]2[S:18][CH:19]=[C:20]([C:22]([OH:24])=[O:23])[N:21]=2)[CH:7]=[N:6]1)([CH3:4])([CH3:2])[CH3:3], predict the reactants needed to synthesize it. The reactants are: [C:1]([N:5]1[C:9]([C:10]2[CH:15]=[CH:14][C:13]([F:16])=[CH:12][CH:11]=2)=[C:8]([C:17]2[S:18][CH:19]=[C:20]([C:22]([O:24]CC)=[O:23])[N:21]=2)[CH:7]=[N:6]1)([CH3:4])([CH3:3])[CH3:2].[OH-].[Na+]. (6) Given the product [CH2:1]([O:3][C:4]([C:6]1[C:7](=[O:21])[O:8][C@@:9]([C:14](=[O:20])[N:15]([CH2:16][CH3:17])[CH2:18][CH3:19])([CH2:12][CH3:13])[C:10]=1/[CH:11]=[CH:45]/[N:46]([CH3:48])[CH3:47])=[O:5])[CH3:2], predict the reactants needed to synthesize it. The reactants are: [CH2:1]([O:3][C:4]([C:6]1[C:7](=[O:21])[O:8][C@@:9]([C:14](=[O:20])[N:15]([CH2:18][CH3:19])[CH2:16][CH3:17])([CH2:12][CH3:13])[C:10]=1[CH3:11])=[O:5])[CH3:2].C[C@H]1C[C@@H](OC(=O)C(=O)CC)[C@H](C(C)(C2C=CC=CC=2)C)CC1.[CH3:45][N:46]([CH:48](N(C)C)N(C)C)[CH3:47]. (7) Given the product [C:21]([O:24][C:25](=[O:26])[NH:27][CH2:28][C:29](=[O:30])[C:3]1[CH:8]=[CH:7][N:6]=[CH:5][CH:4]=1)([CH3:23])([CH3:20])[CH3:22], predict the reactants needed to synthesize it. The reactants are: Cl.Br[C:3]1[CH:8]=[CH:7][N:6]=[CH:5][CH:4]=1.C([O-])([O-])=O.[Na+].[Na+].C([Mg]Cl)(C)C.[CH3:20][C:21]([O:24][C:25]([NH:27][CH2:28][C:29](N(OC)C)=[O:30])=[O:26])([CH3:23])[CH3:22].